This data is from Merck oncology drug combination screen with 23,052 pairs across 39 cell lines. The task is: Regression. Given two drug SMILES strings and cell line genomic features, predict the synergy score measuring deviation from expected non-interaction effect. (1) Drug 1: N#Cc1ccc(Cn2cncc2CN2CCN(c3cccc(Cl)c3)C(=O)C2)cc1. Cell line: UWB1289. Synergy scores: synergy=56.7. Drug 2: C=CCn1c(=O)c2cnc(Nc3ccc(N4CCN(C)CC4)cc3)nc2n1-c1cccc(C(C)(C)O)n1. (2) Synergy scores: synergy=7.56. Cell line: A2780. Drug 2: CC1(c2nc3c(C(N)=O)cccc3[nH]2)CCCN1. Drug 1: O=C(O)C1(Cc2cccc(Nc3nccs3)n2)CCC(Oc2cccc(Cl)c2F)CC1. (3) Drug 1: NC1(c2ccc(-c3nc4ccn5c(=O)[nH]nc5c4cc3-c3ccccc3)cc2)CCC1. Drug 2: COC1CC2CCC(C)C(O)(O2)C(=O)C(=O)N2CCCCC2C(=O)OC(C(C)CC2CCC(OP(C)(C)=O)C(OC)C2)CC(=O)C(C)C=C(C)C(O)C(OC)C(=O)C(C)CC(C)C=CC=CC=C1C. Cell line: CAOV3. Synergy scores: synergy=112. (4) Drug 1: CN(C)C(=N)N=C(N)N. Drug 2: Cn1cc(-c2cnn3c(N)c(Br)c(C4CCCNC4)nc23)cn1. Cell line: MDAMB436. Synergy scores: synergy=3.80. (5) Drug 1: CN1C(=O)C=CC2(C)C3CCC4(C)C(NC(=O)OCC(F)(F)F)CCC4C3CCC12. Drug 2: Cn1nnc2c(C(N)=O)ncn2c1=O. Cell line: SW837. Synergy scores: synergy=-28.7. (6) Drug 1: O=C(O)C1(Cc2cccc(Nc3nccs3)n2)CCC(Oc2cccc(Cl)c2F)CC1. Drug 2: NC(=O)c1cccc2cn(-c3ccc(C4CCCNC4)cc3)nc12. Cell line: HT144. Synergy scores: synergy=-3.99. (7) Drug 1: O=S1(=O)NC2(CN1CC(F)(F)F)C1CCC2Cc2cc(C=CCN3CCC(C(F)(F)F)CC3)ccc2C1. Drug 2: NC1CCCCC1N.O=C(O)C(=O)O.[Pt+2]. Cell line: NCIH2122. Synergy scores: synergy=-16.5. (8) Drug 1: O=S1(=O)NC2(CN1CC(F)(F)F)C1CCC2Cc2cc(C=CCN3CCC(C(F)(F)F)CC3)ccc2C1. Drug 2: COc1cccc2c1C(=O)c1c(O)c3c(c(O)c1C2=O)CC(O)(C(=O)CO)CC3OC1CC(N)C(O)C(C)O1. Cell line: SKMES1. Synergy scores: synergy=-0.948. (9) Drug 1: CN(C)C(=N)N=C(N)N. Drug 2: NC(=O)c1cccc2cn(-c3ccc(C4CCCNC4)cc3)nc12. Cell line: EFM192B. Synergy scores: synergy=4.54.